Task: Predict the product of the given reaction.. Dataset: Forward reaction prediction with 1.9M reactions from USPTO patents (1976-2016) (1) The product is: [Cl:1][CH2:2][C:3]([C:13]1[C:23]2=[C:24]3[C:19](=[CH:20][CH:21]=[CH:22]2)[CH2:18][CH2:17][CH2:16][N:15]3[CH:14]=1)=[O:4]. Given the reactants [Cl:1][CH2:2][C:3](N(C)C)=[O:4].O=P(Cl)(Cl)Cl.[CH:13]1[C:23]2=[C:24]3[C:19](=[CH:20][CH:21]=[CH:22]2)[CH2:18][CH2:17][CH2:16][N:15]3[CH:14]=1.[OH-].[Na+], predict the reaction product. (2) Given the reactants [CH3:1][C:2]1[C:9]([S:10][CH3:11])=[C:8]([C:12]([F:15])([F:14])[F:13])[CH:7]=[CH:6][C:3]=1[CH:4]=O.[CH3:16][C:17]1[C:18]([NH2:22])=[N:19][O:20][N:21]=1.[O-]S([O-])(=O)=O.[Mg+2], predict the reaction product. The product is: [CH3:1][C:2]1[C:9]([S:10][CH3:11])=[C:8]([C:12]([F:15])([F:14])[F:13])[CH:7]=[CH:6][C:3]=1[CH:4]=[N:22][C:18]1[C:17]([CH3:16])=[N:21][O:20][N:19]=1. (3) Given the reactants Br[C:2]1[CH:3]=[CH:4][C:5]([F:8])=[N:6][CH:7]=1.[CH3:9][NH:10][C:11]([C:13]1[CH:18]=[CH:17][C:16](B(O)O)=[CH:15][CH:14]=1)=[O:12], predict the reaction product. The product is: [F:8][C:5]1[N:6]=[CH:7][C:2]([C:16]2[CH:17]=[CH:18][C:13]([C:11]([NH:10][CH3:9])=[O:12])=[CH:14][CH:15]=2)=[CH:3][CH:4]=1. (4) Given the reactants [C:1]([O:4][CH2:5][C:6]1[CH:11]=[C:10]([OH:12])[CH:9]=[C:8]([CH3:13])[C:7]=1[C:14]1[CH:19]=[CH:18][CH:17]=[C:16]([CH2:20][OH:21])[CH:15]=1)(=[O:3])[CH3:2].CC1C=CC(S(O[CH2:33][CH2:34][CH2:35][S:36]([CH3:39])(=[O:38])=[O:37])(=O)=O)=CC=1.C(=O)([O-])[O-].[K+].[K+].O, predict the reaction product. The product is: [C:1]([O:4][CH2:5][C:6]1[CH:11]=[C:10]([O:12][CH2:33][CH2:34][CH2:35][S:36]([CH3:39])(=[O:38])=[O:37])[CH:9]=[C:8]([CH3:13])[C:7]=1[C:14]1[CH:19]=[CH:18][CH:17]=[C:16]([CH2:20][OH:21])[CH:15]=1)(=[O:3])[CH3:2].